Dataset: Forward reaction prediction with 1.9M reactions from USPTO patents (1976-2016). Task: Predict the product of the given reaction. (1) Given the reactants [C:1]([O:5][P:6]([O:13][CH2:14][C:15]1[CH:16]=[C:17]([CH:22]=[CH:23][CH:24]=1)[C:18]([O:20]C)=[O:19])([O:8][C:9]([CH3:12])([CH3:11])[CH3:10])=[O:7])([CH3:4])([CH3:3])[CH3:2].[OH-].[Na+].C(O)C.P(=O)(O)(O)O, predict the reaction product. The product is: [C:9]([O:8][P:6]([O:13][CH2:14][C:15]1[CH:16]=[C:17]([CH:22]=[CH:23][CH:24]=1)[C:18]([OH:20])=[O:19])([O:5][C:1]([CH3:4])([CH3:3])[CH3:2])=[O:7])([CH3:10])([CH3:11])[CH3:12]. (2) Given the reactants [N:1]1[CH:6]=[CH:5][CH:4]=[C:3]([NH2:7])[CH:2]=1.C(N(CC)CC)C.Cl[C:16](Cl)([O:18]C(=O)OC(Cl)(Cl)Cl)Cl.[Cl:27][C:28]1[CH:29]=[C:30]([C:34]2[CH:35]=[CH:36][C:37]3[N:43]([CH2:44][CH3:45])[CH2:42][CH2:41][CH2:40][NH:39][C:38]=3[N:46]=2)[CH:31]=[CH:32][CH:33]=1.C(=O)(O)[O-].[Na+], predict the reaction product. The product is: [Cl:27][C:28]1[CH:29]=[C:30]([C:34]2[CH:35]=[CH:36][C:37]3[N:43]([CH2:44][CH3:45])[CH2:42][CH2:41][CH2:40][N:39]([C:16]([NH:7][C:3]4[CH:2]=[N:1][CH:6]=[CH:5][CH:4]=4)=[O:18])[C:38]=3[N:46]=2)[CH:31]=[CH:32][CH:33]=1. (3) Given the reactants COC1C=C(C=CC=1OC)C([O:8][C:9]1[C:14]([C:15](=[O:17])[CH3:16])=[CH:13][CH:12]=[C:11]([O:18][CH3:19])[C:10]=1[O:20][CH3:21])=O.[C:27](=[O:30])([O-])[O-].[K+].[K+], predict the reaction product. The product is: [CH3:19][O:18][C:11]1[CH:12]=[C:13]([C:27](=[O:30])[CH2:16][C:15]([C:14]2[CH:13]=[CH:12][C:11]([O:18][CH3:19])=[C:10]([O:20][CH3:21])[C:9]=2[OH:8])=[O:17])[CH:14]=[CH:9][C:10]=1[O:20][CH3:21]. (4) Given the reactants [OH:1][C:2]1[CH:7]=[CH:6][C:5]([NH:8][C:9]2[CH:14]=[CH:13][CH:12]=[CH:11][CH:10]=2)=[CH:4][CH:3]=1.[CH3:15][C:16]1[O:20][C:19]([C:21]2[CH:26]=[CH:25][CH:24]=[CH:23][CH:22]=2)=[N:18][C:17]=1[CH2:27][CH2:28]O.C1(P(C2C=CC=CC=2)C2C=CC=CC=2)C=CC=CC=1.N(C(OC(C)C)=O)=NC(OC(C)C)=O, predict the reaction product. The product is: [CH3:15][C:16]1[O:20][C:19]([C:21]2[CH:22]=[CH:23][CH:24]=[CH:25][CH:26]=2)=[N:18][C:17]=1[CH2:27][CH2:28][O:1][C:2]1[CH:3]=[CH:4][C:5]([NH:8][C:9]2[CH:14]=[CH:13][CH:12]=[CH:11][CH:10]=2)=[CH:6][CH:7]=1. (5) Given the reactants [Br:1][C:2]1[CH:7]=[CH:6][C:5]([C:8]2[O:12][N:11]=[C:10]([CH3:13])[C:9]=2[NH2:14])=[CH:4][CH:3]=1.[CH3:15][C:16]([CH3:21])([CH3:20])[CH2:17][CH:18]=O, predict the reaction product. The product is: [Br:1][C:2]1[CH:3]=[CH:4][C:5]([C:8]2[O:12][N:11]=[C:10]([CH3:13])[C:9]=2[NH:14][CH2:18][CH2:17][C:16]([CH3:21])([CH3:20])[CH3:15])=[CH:6][CH:7]=1.